This data is from Catalyst prediction with 721,799 reactions and 888 catalyst types from USPTO. The task is: Predict which catalyst facilitates the given reaction. (1) Reactant: C[O:2][C:3](=[O:36])[CH2:4][CH2:5][C:6]1[CH:11]=[C:10]([CH3:12])[C:9]([C:13]2[NH:14][C:15]3[C:20]([CH:21]=2)=[CH:19][CH:18]=[C:17]([C:22](=[O:34])[NH:23][C:24]2[CH:29]=[CH:28][C:27]([C:30]([CH3:33])([CH3:32])[CH3:31])=[CH:26][CH:25]=2)[CH:16]=3)=[C:8]([CH3:35])[CH:7]=1.[OH-].[Na+].Cl. Product: [C:30]([C:27]1[CH:28]=[CH:29][C:24]([NH:23][C:22]([C:17]2[CH:16]=[C:15]3[C:20]([CH:21]=[C:13]([C:9]4[C:8]([CH3:35])=[CH:7][C:6]([CH2:5][CH2:4][C:3]([OH:36])=[O:2])=[CH:11][C:10]=4[CH3:12])[NH:14]3)=[CH:19][CH:18]=2)=[O:34])=[CH:25][CH:26]=1)([CH3:33])([CH3:32])[CH3:31]. The catalyst class is: 116. (2) Reactant: [CH2:1]([O:3][CH2:4][C:5]1[N:6]([CH2:18][CH2:19][CH2:20][C:21]([O:23]CC)=O)[C:7]2[C:16]3[CH:15]=[CH:14][CH:13]=[CH:12][C:11]=3[N:10]=[CH:9][C:8]=2[N:17]=1)[CH3:2].C([O-])(=O)C.[NH4+:30].C(=O)(O)[O-].[Na+]. Product: [CH2:1]([O:3][CH2:4][C:5]1[N:6]([CH2:18][CH2:19][CH2:20][C:21]([NH2:30])=[O:23])[C:7]2[C:16]3[CH:15]=[CH:14][CH:13]=[CH:12][C:11]=3[N:10]=[CH:9][C:8]=2[N:17]=1)[CH3:2]. The catalyst class is: 6. (3) Reactant: [O:1]=[S:2]1(=[O:19])[NH:7][CH2:6][CH2:5][CH2:4][N:3]1[C:8]1[CH:17]=[CH:16][C:11]([C:12]([O:14][CH3:15])=[O:13])=[CH:10][C:9]=1[CH3:18].[K].[CH3:21]C(C)([O-])C.CI. Product: [O:19]=[S:2]1(=[O:1])[N:7]([CH3:21])[CH2:6][CH2:5][CH2:4][N:3]1[C:8]1[CH:17]=[CH:16][C:11]([C:12]([O:14][CH3:15])=[O:13])=[CH:10][C:9]=1[CH3:18]. The catalyst class is: 3.